This data is from Serine/threonine kinase 33 screen with 319,792 compounds. The task is: Binary Classification. Given a drug SMILES string, predict its activity (active/inactive) in a high-throughput screening assay against a specified biological target. (1) The molecule is Brc1c2c(ccc1OCC(=O)NNC(OC)=O)cccc2. The result is 0 (inactive). (2) The compound is O(CCCC(=O)Nc1c(OC)cc([N+]([O-])=O)cc1)c1cc(ccc1)C. The result is 0 (inactive). (3) The drug is S=c1n(N\C=C2\C=C(OC)C(=O)C=C2)c(n[nH]1)c1ccccc1. The result is 1 (active). (4) The compound is O=C(Nc1c(cccc1)C(O)=O)c1cc(C(=O)Nc2c(cccc2)C(O)=O)ccc1. The result is 1 (active). (5) The compound is S\1C(=S)N(CCC(=O)N2CCCCC2)C(=O)C1=C/c1ccc(cc1)C. The result is 0 (inactive). (6) The molecule is S(=O)(=O)(N(CC(=O)NCc1c(OC)cccc1)C)c1c2ncccc2ccc1. The result is 0 (inactive).